Dataset: NCI-60 drug combinations with 297,098 pairs across 59 cell lines. Task: Regression. Given two drug SMILES strings and cell line genomic features, predict the synergy score measuring deviation from expected non-interaction effect. (1) Drug 1: CCCCCOC(=O)NC1=NC(=O)N(C=C1F)C2C(C(C(O2)C)O)O. Drug 2: B(C(CC(C)C)NC(=O)C(CC1=CC=CC=C1)NC(=O)C2=NC=CN=C2)(O)O. Cell line: TK-10. Synergy scores: CSS=50.5, Synergy_ZIP=0.493, Synergy_Bliss=-1.82, Synergy_Loewe=-62.7, Synergy_HSA=-2.28. (2) Drug 1: CC1C(C(CC(O1)OC2CC(CC3=C2C(=C4C(=C3O)C(=O)C5=C(C4=O)C(=CC=C5)OC)O)(C(=O)CO)O)N)O.Cl. Drug 2: C1=CC=C(C(=C1)C(C2=CC=C(C=C2)Cl)C(Cl)Cl)Cl. Cell line: RXF 393. Synergy scores: CSS=7.61, Synergy_ZIP=3.84, Synergy_Bliss=10.0, Synergy_Loewe=-14.5, Synergy_HSA=-0.679.